Dataset: Forward reaction prediction with 1.9M reactions from USPTO patents (1976-2016). Task: Predict the product of the given reaction. (1) Given the reactants Br[CH:2]([C:13]1[CH:18]=[CH:17][C:16]([S:19][CH3:20])=[CH:15][CH:14]=1)[C:3]([C:5]1[CH:10]=[CH:9][C:8]([O:11][CH3:12])=[CH:7][CH:6]=1)=O.[NH2:21][C:22]1[N:27]=[C:26]([CH3:28])[CH:25]=[C:24]([CH3:29])[N:23]=1, predict the reaction product. The product is: [CH3:12][O:11][C:8]1[CH:9]=[CH:10][C:5]([C:3]2[N:21]=[C:22]3[N:27]=[C:26]([CH3:28])[CH:25]=[C:24]([CH3:29])[N:23]3[C:2]=2[C:13]2[CH:18]=[CH:17][C:16]([S:19][CH3:20])=[CH:15][CH:14]=2)=[CH:6][CH:7]=1. (2) Given the reactants O[CH2:2][CH:3]([NH:5][S:6]([C:9]1[CH:14]=[CH:13][C:12]([C:15]2[C:16]3[C:17]4[CH:30]=[CH:29][S:28][C:18]=4[C:19](=[O:27])[NH:20][C:21]=3[CH:22]=[CH:23][C:24]=2[O:25]C)=[CH:11][CH:10]=1)(=[O:8])=[O:7])[CH3:4].[Br:31]B(Br)Br, predict the reaction product. The product is: [Br:31][CH2:2][CH:3]([NH:5][S:6]([C:9]1[CH:14]=[CH:13][C:12]([C:15]2[C:16]3[C:17]4[CH:30]=[CH:29][S:28][C:18]=4[C:19](=[O:27])[NH:20][C:21]=3[CH:22]=[CH:23][C:24]=2[OH:25])=[CH:11][CH:10]=1)(=[O:8])=[O:7])[CH3:4].